Task: Predict the product of the given reaction.. Dataset: Forward reaction prediction with 1.9M reactions from USPTO patents (1976-2016) (1) Given the reactants [F:1][C:2]1([F:19])[CH2:6][CH2:5][C@@H:4]([C@@:7]([OH:18])([C:11]2[CH:16]=[CH:15][C:14]([Br:17])=[CH:13][CH:12]=2)[C:8]([OH:10])=[O:9])[CH2:3]1.O[CH2:21][CH2:22][CH:23]1[CH2:28][CH2:27][N:26](C(OC(C)(C)C)=O)[CH2:25][CH2:24]1, predict the reaction product. The product is: [F:19][C:2]1([F:1])[CH2:6][CH2:5][C@@H:4]([C@@:7]([OH:18])([C:11]2[CH:12]=[CH:13][C:14]([Br:17])=[CH:15][CH:16]=2)[C:8]([O:10][CH2:21][CH2:22][CH:23]2[CH2:28][CH2:27][NH:26][CH2:25][CH2:24]2)=[O:9])[CH2:3]1. (2) Given the reactants [C:1]([C:3]1[C:4]([N:17]2[CH2:20][CH:19]([C:21](O)=[O:22])[CH2:18]2)=[N:5][C:6]([CH:14]([F:16])[F:15])=[C:7]([C:9]([O:11][CH2:12][CH3:13])=[O:10])[CH:8]=1)#[N:2].[Cl:24][C:25]1[CH:30]=[CH:29][CH:28]=[CH:27][C:26]=1[CH2:31][S:32]([NH2:35])(=[O:34])=[O:33], predict the reaction product. The product is: [Cl:24][C:25]1[CH:30]=[CH:29][CH:28]=[CH:27][C:26]=1[CH2:31][S:32]([NH:35][C:21]([CH:19]1[CH2:18][N:17]([C:4]2[C:3]([C:1]#[N:2])=[CH:8][C:7]([C:9]([O:11][CH2:12][CH3:13])=[O:10])=[C:6]([CH:14]([F:16])[F:15])[N:5]=2)[CH2:20]1)=[O:22])(=[O:33])=[O:34]. (3) Given the reactants [O:1]1[CH:5]=[CH:4][C:3]([CH:6]=[C:7]2[C:12](=[O:13])[CH:11]3[CH2:14][CH2:15][N:8]2[CH2:9][CH2:10]3)=[CH:2]1, predict the reaction product. The product is: [O:1]1[CH2:5][CH2:4][CH:3]([CH2:6][CH:7]2[C:12](=[O:13])[CH:11]3[CH2:10][CH2:9][N:8]2[CH2:15][CH2:14]3)[CH2:2]1. (4) The product is: [I:27][C:24]1[CH:25]=[CH:26][C:21]([C:35]([N:1]2[CH2:5][CH2:4][CH2:3][CH2:2]2)([CH3:36])[CH3:10])=[CH:22][CH:23]=1. Given the reactants [NH:1]1[CH2:5][CH2:4][CH2:3][CH2:2]1.C[Al](C)C.[CH3:10]CCCCCC.C(OC(=O)[C:21]1[CH:26]=[CH:25][C:24]([I:27])=[CH:23][CH:22]=1)C.C[Mg]Br.C(O[CH2:35][CH3:36])C, predict the reaction product. (5) The product is: [C:1]([NH:4][C:5]1[N:6]=[C:7]([O:33][S:49]([C:38]2[C:39]([CH:46]([CH3:47])[CH3:48])=[CH:40][C:41]([CH:43]([CH3:45])[CH3:44])=[CH:42][C:37]=2[CH:34]([CH3:36])[CH3:35])(=[O:51])=[O:50])[C:8]2[S:13][C:12](=[O:14])[N:11]([C@H:15]3[O:27][C@H:26]([CH2:28][O:29][C:30](=[O:32])[CH3:31])[C@@H:21]([O:22][C:23](=[O:25])[CH3:24])[C@H:16]3[O:17][C:18](=[O:20])[CH3:19])[C:9]=2[N:10]=1)(=[O:3])[CH3:2]. Given the reactants [C:1]([NH:4][C:5]1[NH:6][C:7](=[O:33])[C:8]2[S:13][C:12](=[O:14])[N:11]([C@@H:15]3[O:27][C@H:26]([CH2:28][O:29][C:30](=[O:32])[CH3:31])[C@@H:21]([O:22][C:23](=[O:25])[CH3:24])[C@H:16]3[O:17][C:18](=[O:20])[CH3:19])[C:9]=2[N:10]=1)(=[O:3])[CH3:2].[CH:34]([C:37]1[CH:42]=[C:41]([CH:43]([CH3:45])[CH3:44])[CH:40]=[C:39]([CH:46]([CH3:48])[CH3:47])[C:38]=1[S:49](Cl)(=[O:51])=[O:50])([CH3:36])[CH3:35], predict the reaction product. (6) Given the reactants [CH3:1][O:2][C:3]1[CH:11]=[CH:10][C:9]([O:12][CH3:13])=[CH:8][C:4]=1[C:5]([OH:7])=O.CN(C(ON1N=NC2C=CC=NC1=2)=[N+](C)C)C.F[P-](F)(F)(F)(F)F.CCN(C(C)C)C(C)C.[I-].[CH2:48]([N+:52]1[N:56]=[C:55]([CH3:57])[S:54][C:53]=1[CH3:58])[CH2:49][CH2:50][CH3:51], predict the reaction product. The product is: [CH2:48]([N:52]1[N:56]=[C:55]([CH3:57])[S:54]/[C:53]/1=[CH:58]\[C:5]([C:4]1[CH:8]=[C:9]([O:12][CH3:13])[CH:10]=[CH:11][C:3]=1[O:2][CH3:1])=[O:7])[CH2:49][CH2:50][CH3:51]. (7) Given the reactants [CH3:1][O:2][CH2:3][CH2:4][O:5][CH2:6][CH2:7][O:8][CH2:9][CH2:10][OH:11].C(N(CC)CC)C.[CH3:19][S:20](Cl)(=[O:22])=[O:21].[Cl-], predict the reaction product. The product is: [CH3:1][O:2][CH2:3][CH2:4][O:5][CH2:6][CH2:7][O:8][CH2:9][CH2:10][O:11][S:20]([CH3:19])(=[O:22])=[O:21].